This data is from Reaction yield outcomes from USPTO patents with 853,638 reactions. The task is: Predict the reaction yield, written as a fraction of the theoretical maximum amount of product (1.0 means a 100% yield; for example, 0.34 means a 34% yield). (1) The reactants are [O:1]1[CH2:5][CH2:4][CH2:3][CH2:2]1.[Li+].[OH-].ClC1[N:14]=[C:13]2[CH:15]([C:18]([O:20]C)=[O:19])[CH2:16][CH2:17]C2=CC=1. The catalyst is CO. The product is [O:1]=[C:5]1[NH:14][C:13]2[CH:15]([C:18]([OH:20])=[O:19])[CH2:16][CH2:17][C:2]=2[CH:3]=[CH:4]1. The yield is 0.900. (2) The reactants are C[O:2][C:3]1[CH:4]=[C:5]2[C:9](=[CH:10][CH:11]=1)[CH2:8][CH:7]([N:12]1[C:20](=[O:21])[C:19]3[C:14](=[CH:15][CH:16]=[CH:17][CH:18]=3)[C:13]1=[O:22])[CH2:6]2.B(Br)(Br)Br.C(Cl)Cl. The catalyst is C(Cl)Cl. The product is [OH:2][C:3]1[CH:4]=[C:5]2[C:9](=[CH:10][CH:11]=1)[CH2:8][CH:7]([N:12]1[C:20](=[O:21])[C:19]3[C:14](=[CH:15][CH:16]=[CH:17][CH:18]=3)[C:13]1=[O:22])[CH2:6]2. The yield is 0.790. (3) The reactants are [NH2:1][C:2]1[S:3][CH:4]=[C:5]([CH2:7][O:8]/[N:9]=[C:10](/[C:18]2[CH:23]=[CH:22][CH:21]=[CH:20][CH:19]=2)\[C:11]2[N:12]([CH3:17])[O:13][C:14](=[O:16])[N:15]=2)[N:6]=1.N1C=CC=CC=1.[Cl:30][C:31]1[CH:36]=[CH:35][C:34]([CH2:37][C:38](Cl)=[O:39])=[CH:33][CH:32]=1. The catalyst is ClCCl. The product is [Cl:30][C:31]1[CH:36]=[CH:35][C:34]([CH2:37][C:38]([NH:1][C:2]2[S:3][CH:4]=[C:5]([CH2:7][O:8]/[N:9]=[C:10](\[C:11]3[N:12]([CH3:17])[O:13][C:14](=[O:16])[N:15]=3)/[C:18]3[CH:23]=[CH:22][CH:21]=[CH:20][CH:19]=3)[N:6]=2)=[O:39])=[CH:33][CH:32]=1. The yield is 0.790. (4) The reactants are [O:1]=[C:2]1[CH2:10][C:9]2[C:4](=[CH:5][CH:6]=[C:7]([C:11]#[N:12])[CH:8]=2)[NH:3]1.Cl[C:14]1[CH:23]=[CH:22][C:21]2[CH:20]([O:24][CH3:25])[CH2:19][CH2:18][CH2:17][C:16]=2[N:15]=1.C([O-])([O-])=O.[K+].[K+].CC(C1C=C(C(C)C)C(C2C=CC=CC=2P(C2CCCCC2)C2CCCCC2)=C(C(C)C)C=1)C. The catalyst is C(OCC)(=O)C.C1C=CC(/C=C/C(/C=C/C2C=CC=CC=2)=O)=CC=1.C1C=CC(/C=C/C(/C=C/C2C=CC=CC=2)=O)=CC=1.C1C=CC(/C=C/C(/C=C/C2C=CC=CC=2)=O)=CC=1.[Pd].[Pd].O1CCCC1. The product is [CH3:25][O:24][CH:20]1[CH2:19][CH2:18][CH2:17][C:16]2[N:15]=[C:14]([CH:10]3[C:9]4[C:4](=[CH:5][CH:6]=[C:7]([C:11]#[N:12])[CH:8]=4)[NH:3][C:2]3=[O:1])[CH:23]=[CH:22][C:21]1=2. The yield is 0.220. (5) The reactants are Cl.[CH3:2][C:3]1[C:7]([CH2:8][N:9]2[CH:13]=[C:12]([NH2:14])[CH:11]=[N:10]2)=[C:6]([CH3:15])[O:5][N:4]=1.[C:16](=O)(OC1C=CC=CN=1)[O:17]C1C=CC=CN=1.C(N(CC)CC)C. The catalyst is ClCCl. The product is [N:14]([C:12]1[CH:11]=[N:10][N:9]([CH2:8][C:7]2[C:3]([CH3:2])=[N:4][O:5][C:6]=2[CH3:15])[CH:13]=1)=[C:16]=[O:17]. The yield is 1.00.